Dataset: Peptide-MHC class I binding affinity with 185,985 pairs from IEDB/IMGT. Task: Regression. Given a peptide amino acid sequence and an MHC pseudo amino acid sequence, predict their binding affinity value. This is MHC class I binding data. The peptide sequence is YSQIGAGVY. The MHC is HLA-A01:01 with pseudo-sequence HLA-A01:01. The binding affinity (normalized) is 0.551.